From a dataset of Full USPTO retrosynthesis dataset with 1.9M reactions from patents (1976-2016). Predict the reactants needed to synthesize the given product. (1) Given the product [C:13]([CH2:12][C:6]1[C:5]2[C:9](=[CH:10][CH:11]=[C:3]([O:2][CH3:1])[CH:4]=2)[N:8]([C:20]([O:19][C:16]([CH3:18])([CH3:17])[CH3:15])=[O:21])[CH:7]=1)#[N:14], predict the reactants needed to synthesize it. The reactants are: [CH3:1][O:2][C:3]1[CH:4]=[C:5]2[C:9](=[CH:10][CH:11]=1)[NH:8][CH:7]=[C:6]2[CH2:12][C:13]#[N:14].[CH3:15][C:16]([O:19][C:20](O[C:20]([O:19][C:16]([CH3:18])([CH3:17])[CH3:15])=[O:21])=[O:21])([CH3:18])[CH3:17]. (2) Given the product [Cl:1][C:2]1[CH:3]=[CH:4][C:5]([CH:8]2[C:9]3[C:10](=[N:11][N:12]([C:17]4[C:18]([O:25][CH3:26])=[N:19][C:20]([O:23][CH3:24])=[N:21][CH:22]=4)[C:13]=3[CH:14]([CH3:16])[CH3:15])[C:27](=[O:28])[N:30]2[C:31]2[CH:32]=[C:33]([CH3:41])[C:34]3[N:35]([C:37]([CH3:40])=[N:38][N:39]=3)[CH:36]=2)=[CH:6][CH:7]=1, predict the reactants needed to synthesize it. The reactants are: [Cl:1][C:2]1[CH:7]=[CH:6][C:5]([CH:8]([NH:30][C:31]2[CH:32]=[C:33]([CH3:41])[C:34]3[N:35]([C:37]([CH3:40])=[N:38][N:39]=3)[CH:36]=2)[C:9]2[C:10]([C:27](O)=[O:28])=[N:11][N:12]([C:17]3[C:18]([O:25][CH3:26])=[N:19][C:20]([O:23][CH3:24])=[N:21][CH:22]=3)[C:13]=2[CH:14]([CH3:16])[CH3:15])=[CH:4][CH:3]=1. (3) Given the product [OH:1][CH2:2][C:3]([CH3:36])([CH3:35])[O:4][NH:5][C:6]([C:8]1[C:9]([NH:26][C:27]2[CH:32]=[CH:31][C:30]([I:33])=[CH:29][C:28]=2[F:34])=[C:10]2[CH:16]=[N:15][NH:14][C:11]2=[N:12][CH:13]=1)=[O:7], predict the reactants needed to synthesize it. The reactants are: [OH:1][CH2:2][C:3]([CH3:36])([CH3:35])[O:4][NH:5][C:6]([C:8]1[C:9]([NH:26][C:27]2[CH:32]=[CH:31][C:30]([I:33])=[CH:29][C:28]=2[F:34])=[C:10]2[CH:16]=[N:15][N:14](CC3C=CC(OC)=CC=3)[C:11]2=[N:12][CH:13]=1)=[O:7]. (4) Given the product [NH:1]1[C:2]2=[CH:3][S:4][CH:5]=[C:6]2[NH:7][C:23]1=[O:24], predict the reactants needed to synthesize it. The reactants are: [NH2:1][C:2]1[C:6]([NH2:7])=[CH:5][S:4][CH:3]=1.C1(N)C(F)=C(F)C(F)=C(N)C=1F.Cl.Cl.N[C:23](N)=[O:24]. (5) The reactants are: C1(C2N=NC(NNC(=O)CC3C=C4C(=CC=3)N=CC=C4)=NC=2)C=CC=CC=1.[F:28][C:29]1[CH:34]=[CH:33][C:32]([C:35]2[N:40]=[N:39][C:38]([NH:41][NH:42][C:43](=O)[CH2:44][O:45][C:46]3[C:55]4[C:50](=[CH:51][C:52]([O:58][CH3:59])=[C:53]([O:56][CH3:57])[CH:54]=4)[N:49]=[CH:48][CH:47]=3)=[N:37][CH:36]=2)=[CH:31][CH:30]=1. Given the product [CH3:57][O:56][C:53]1[CH:54]=[C:55]2[C:50](=[CH:51][C:52]=1[O:58][CH3:59])[N:49]=[CH:48][CH:47]=[C:46]2[O:45][CH2:44][C:43]1[N:39]2[N:40]=[C:35]([C:32]3[CH:33]=[CH:34][C:29]([F:28])=[CH:30][CH:31]=3)[CH:36]=[N:37][C:38]2=[N:41][N:42]=1, predict the reactants needed to synthesize it. (6) Given the product [CH:40]([NH:43][C:32]([NH:25][C:24]1[CH:26]=[CH:27][C:21]([C:9]2[N:8]=[C:7]([N:1]3[CH2:2][CH2:3][O:4][CH2:5][CH2:6]3)[N:12]=[C:11]([N:13]3[CH:14]4[CH2:20][CH2:19][CH:18]3[CH2:17][O:16][CH2:15]4)[N:10]=2)=[CH:22][CH:23]=1)=[O:38])([CH3:42])[CH3:41], predict the reactants needed to synthesize it. The reactants are: [N:1]1([C:7]2[N:12]=[C:11]([N:13]3[CH:18]4[CH2:19][CH2:20][CH:14]3[CH2:15][O:16][CH2:17]4)[N:10]=[C:9]([C:21]3[CH:27]=[CH:26][C:24]([NH2:25])=[CH:23][CH:22]=3)[N:8]=2)[CH2:6][CH2:5][O:4][CH2:3][CH2:2]1.ClC(Cl)(O[C:32](=[O:38])OC(Cl)(Cl)Cl)Cl.[CH:40]([NH2:43])([CH3:42])[CH3:41].